This data is from Full USPTO retrosynthesis dataset with 1.9M reactions from patents (1976-2016). The task is: Predict the reactants needed to synthesize the given product. (1) Given the product [O:1]=[C:2]1[N:8]([CH:9]2[CH2:14][CH2:13][N:12]([C:15]([O:17][C@H:18]([CH2:40][C:41]3[CH:46]=[C:45]([C:47]([F:48])([F:50])[F:49])[C:44]([NH2:51])=[C:43]([Cl:52])[CH:42]=3)[C:19]([N:21]3[CH2:26][CH2:25][CH:24]([CH:27]4[CH2:28][CH2:29][N:30]([C:33](=[O:39])[CH2:34][CH2:35][C:36]([O:38][CH2:64][CH2:63][N:57]5[CH2:62][CH2:61][O:60][CH2:59][CH2:58]5)=[O:37])[CH2:31][CH2:32]4)[CH2:23][CH2:22]3)=[O:20])=[O:16])[CH2:11][CH2:10]2)[CH2:7][CH2:6][C:5]2[CH:53]=[CH:54][CH:55]=[CH:56][C:4]=2[NH:3]1, predict the reactants needed to synthesize it. The reactants are: [O:1]=[C:2]1[N:8]([CH:9]2[CH2:14][CH2:13][N:12]([C:15]([O:17][C@H:18]([CH2:40][C:41]3[CH:46]=[C:45]([C:47]([F:50])([F:49])[F:48])[C:44]([NH2:51])=[C:43]([Cl:52])[CH:42]=3)[C:19]([N:21]3[CH2:26][CH2:25][CH:24]([CH:27]4[CH2:32][CH2:31][N:30]([C:33](=[O:39])[CH2:34][CH2:35][C:36]([OH:38])=[O:37])[CH2:29][CH2:28]4)[CH2:23][CH2:22]3)=[O:20])=[O:16])[CH2:11][CH2:10]2)[CH2:7][CH2:6][C:5]2[CH:53]=[CH:54][CH:55]=[CH:56][C:4]=2[NH:3]1.[N:57]1([CH2:63][CH2:64]O)[CH2:62][CH2:61][O:60][CH2:59][CH2:58]1. (2) The reactants are: [Cl:1][C:2]1[CH:10]=[C:9]2[C:5]([C:6]([NH:18][C:19](=[O:23])[CH2:20][CH:21]=[CH2:22])=[N:7][N:8]2C(OC(C)(C)C)=O)=[CH:4][CH:3]=1. Given the product [Cl:1][C:2]1[CH:10]=[C:9]2[C:5]([C:6]([NH:18][C:19](=[O:23])[CH2:20][CH:21]=[CH2:22])=[N:7][NH:8]2)=[CH:4][CH:3]=1, predict the reactants needed to synthesize it. (3) Given the product [O:22]1[CH2:23][CH2:24][N:19]([CH2:18][C:15]2[CH:16]=[CH:17][C:12]([C:3]3[C:4]4[C:5](=[CH:6][N:7]=[CH:8][CH:9]=4)[NH:1][C:2]=3[OH:10])=[N:13][CH:14]=2)[CH2:20][CH2:21]1, predict the reactants needed to synthesize it. The reactants are: [NH:1]1[C:5]2=[CH:6][N:7]=[CH:8][CH:9]=[C:4]2[CH2:3][C:2]1=[O:10].Cl[C:12]1[CH:17]=[CH:16][C:15]([CH2:18][N:19]2[CH2:24][CH2:23][O:22][CH2:21][CH2:20]2)=[CH:14][N+:13]=1[O-]. (4) Given the product [CH3:24][S:25]([C:28]1[CH:29]=[C:30]([NH:34][C:12]([C:11]2[CH:10]=[N:9][N:8]3[C:3]([CH:2]([F:1])[F:23])=[CH:4][C:5]([C:15]4[CH:20]=[CH:19][C:18]([Cl:21])=[C:17]([CH3:22])[CH:16]=4)=[N:6][C:7]=23)=[O:14])[CH:31]=[CH:32][CH:33]=1)(=[O:26])=[O:27], predict the reactants needed to synthesize it. The reactants are: [F:1][CH:2]([F:23])[C:3]1[N:8]2[N:9]=[CH:10][C:11]([C:12]([OH:14])=O)=[C:7]2[N:6]=[C:5]([C:15]2[CH:20]=[CH:19][C:18]([Cl:21])=[C:17]([CH3:22])[CH:16]=2)[CH:4]=1.[CH3:24][S:25]([C:28]1[CH:29]=[C:30]([NH2:34])[CH:31]=[CH:32][CH:33]=1)(=[O:27])=[O:26].Cl. (5) Given the product [Cl:16][C:8]1[C:7]2[C:3]([CH2:2][CH3:1])=[C:4]([CH3:13])[S:5][C:6]=2[N:12]=[CH:11][N:10]=1, predict the reactants needed to synthesize it. The reactants are: [CH3:1][CH2:2][C:3]1[C:7]2[C:8]([NH:10][CH:11]=[N:12][C:6]=2[S:5][C:4]=1[CH3:13])=O.S(Cl)([Cl:16])=O. (6) Given the product [F:1][C:2]1[C:15]([NH:16][CH2:17][C:18]2[CH:23]=[C:22]([C:24]3[CH:29]=[CH:28][CH:27]=[C:26]([F:30])[CH:25]=3)[CH:21]=[CH:20][C:19]=2[F:31])=[C:14]([F:32])[CH:13]=[CH:12][C:3]=1[O:4][CH2:5][C:6]([O:8][CH2:9][CH2:10][OH:33])=[O:7], predict the reactants needed to synthesize it. The reactants are: [F:1][C:2]1[C:15]([NH:16][CH2:17][C:18]2[CH:23]=[C:22]([C:24]3[CH:29]=[CH:28][CH:27]=[C:26]([F:30])[CH:25]=3)[CH:21]=[CH:20][C:19]=2[F:31])=[C:14]([F:32])[CH:13]=[CH:12][C:3]=1[O:4][CH2:5][C:6]([O:8][CH:9](C)[CH3:10])=[O:7].[OH:33]S(O)(=O)=O.O. (7) Given the product [OH:1][C:2]1[CH:7]=[C:6]([O:8][CH:9]([C:11]([O:13][CH2:14][CH2:15][CH2:3][CH2:2][CH2:7][CH2:6][CH2:5][CH3:4])=[O:12])[CH3:10])[CH:5]=[CH:4][C:3]=1[C:15]1[N:20]=[C:19]([C:21]2[CH:26]=[CH:25][C:24]([O:27][CH:28]([C:30]([O:32][CH2:33][CH2:68][CH2:67][CH2:66][CH2:65][CH2:64][CH2:63][CH3:62])=[O:31])[CH3:29])=[CH:23][C:22]=2[OH:34])[N:18]=[C:17]([C:35]2[CH:40]=[CH:39][C:38]([O:41][CH:42]([C:44]([O:46][CH2:47][CH2:60][CH2:50][CH2:55][CH2:54][CH2:53][CH2:52][CH3:51])=[O:45])[CH3:43])=[CH:37][C:36]=2[OH:48])[N:16]=1, predict the reactants needed to synthesize it. The reactants are: [OH:1][C:2]1[CH:7]=[C:6]([O:8][CH:9]([C:11]([O:13][CH3:14])=[O:12])[CH3:10])[CH:5]=[CH:4][C:3]=1[C:15]1[N:20]=[C:19]([C:21]2[CH:26]=[CH:25][C:24]([O:27][CH:28]([C:30]([O:32][CH3:33])=[O:31])[CH3:29])=[CH:23][C:22]=2[OH:34])[N:18]=[C:17]([C:35]2[CH:40]=[CH:39][C:38]([O:41][CH:42]([C:44]([O:46][CH3:47])=[O:45])[CH3:43])=[CH:37][C:36]=2[OH:48])[N:16]=1.O.[C:50]1([CH3:60])[CH:55]=[CH:54][C:53](S(O)(=O)=O)=[CH:52][CH:51]=1.C(O)[CH2:62][CH2:63][CH2:64][CH2:65][CH2:66][CH2:67][CH3:68].CO. (8) Given the product [C:8]([C:5]1[N:6]=[N:7][C:2]([NH:20][C@@H:21]2[CH2:26][CH2:25][CH2:24][CH2:23][C@@H:22]2[NH:27][C:28](=[O:34])[O:29][C:30]([CH3:32])([CH3:31])[CH3:33])=[CH:3][C:4]=1[NH:11][C:12]1[CH:17]=[CH:16][C:15]([F:18])=[C:14]([CH3:19])[N:13]=1)(=[O:9])[NH2:10], predict the reactants needed to synthesize it. The reactants are: Cl[C:2]1[N:7]=[N:6][C:5]([C:8]([NH2:10])=[O:9])=[C:4]([NH:11][C:12]2[CH:17]=[CH:16][C:15]([F:18])=[C:14]([CH3:19])[N:13]=2)[CH:3]=1.[NH2:20][C@@H:21]1[CH2:26][CH2:25][CH2:24][CH2:23][C@@H:22]1[NH:27][C:28](=[O:34])[O:29][C:30]([CH3:33])([CH3:32])[CH3:31].N#N.